Dataset: Reaction yield outcomes from USPTO patents with 853,638 reactions. Task: Predict the reaction yield, written as a fraction of the theoretical maximum amount of product (1.0 means a 100% yield; for example, 0.34 means a 34% yield). (1) The reactants are [Cl:1][C:2]1[C:3]([C:28]2[C:36]3[C:31](=[CH:32][CH:33]=[CH:34][CH:35]=3)[N:30]([S:37]([C:40]3[CH:45]=[CH:44][CH:43]=[CH:42][CH:41]=3)(=[O:39])=[O:38])[CH:29]=2)=[N:4][C:5]([NH:8][C@@H:9]2[CH2:14][CH2:13][CH2:12][C@H:11]([NH:15][C:16](=[O:27])[C:17]3[CH:22]=[CH:21][C:20]([N+:23]([O-])=O)=[CH:19][C:18]=3[F:26])[CH2:10]2)=[N:6][CH:7]=1.CCOC(C)=O.CO. The catalyst is C([O-])(O)=O.[Na+]. The product is [NH2:23][C:20]1[CH:21]=[CH:22][C:17]([C:16]([NH:15][C@H:11]2[CH2:12][CH2:13][CH2:14][C@@H:9]([NH:8][C:5]3[N:4]=[C:3]([C:28]4[C:36]5[C:31](=[CH:32][CH:33]=[CH:34][CH:35]=5)[N:30]([S:37]([C:40]5[CH:41]=[CH:42][CH:43]=[CH:44][CH:45]=5)(=[O:38])=[O:39])[CH:29]=4)[C:2]([Cl:1])=[CH:7][N:6]=3)[CH2:10]2)=[O:27])=[C:18]([F:26])[CH:19]=1. The yield is 0.880. (2) The reactants are Cl.[F:2][C:3]1[CH:8]=[CH:7][C:6]([C@H:9]2[C:14](=[O:15])[O:13][CH2:12][CH2:11][N:10]2[CH2:16][C:17]2[CH:22]=[CH:21][CH:20]=[CH:19][CH:18]=2)=[CH:5][CH:4]=1.COC(=O)C(N)C1C=CC(F)=CC=1.FC(F)(F)C(O)=O. The catalyst is C(OC(C)C)(=O)C. The product is [CH2:16]([N:10]1[CH:11]=[CH:12][O:13][C:14](=[O:15])[C@@H:9]1[C:6]1[CH:5]=[CH:4][C:3]([F:2])=[CH:8][CH:7]=1)[C:17]1[CH:18]=[CH:19][CH:20]=[CH:21][CH:22]=1. The yield is 0.970. (3) The reactants are C([O:3][C:4]([C:6]1[CH:7]=[N:8][C:9]2[C:14]([C:15]=1[N:16]([CH2:28][C:29]1[CH:34]=[CH:33][CH:32]=[CH:31][CH:30]=1)[S:17]([C:20]1[CH:25]=[CH:24][C:23]([O:26][CH3:27])=[CH:22][CH:21]=1)(=[O:19])=[O:18])=[CH:13][CH:12]=[C:11]([C:35]([F:38])([F:37])[F:36])[CH:10]=2)=[O:5])C.[OH-].[Na+].Cl. The catalyst is CO.C1COCC1. The product is [CH2:28]([N:16]([S:17]([C:20]1[CH:25]=[CH:24][C:23]([O:26][CH3:27])=[CH:22][CH:21]=1)(=[O:19])=[O:18])[C:15]1[C:14]2[C:9](=[CH:10][C:11]([C:35]([F:37])([F:38])[F:36])=[CH:12][CH:13]=2)[N:8]=[CH:7][C:6]=1[C:4]([OH:5])=[O:3])[C:29]1[CH:30]=[CH:31][CH:32]=[CH:33][CH:34]=1. The yield is 0.820. (4) The reactants are [CH3:1][O:2][C:3]1[CH:4]=[C:5]2[C:10](=[CH:11][C:12]=1[CH3:13])[C:9](=O)[CH2:8][CH2:7][C:6]2([CH3:16])[CH3:15].C[Mg+].[Br-].[CH2:20](OCC)C. The catalyst is O1CCCC1. The product is [CH3:1][O:2][C:3]1[CH:4]=[C:5]2[C:10]([C:9]([CH3:20])=[CH:8][CH2:7][C:6]2([CH3:16])[CH3:15])=[CH:11][C:12]=1[CH3:13]. The yield is 1.00. (5) The reactants are [CH3:1][C:2]1[CH:11]=[CH:10][C:9]2[C:4](=[C:5](C(OC)=O)[CH:6]=[CH:7][CH:8]=2)[N:3]=1.[CH3:16][Mg+].[Br-].CC[O:21][CH2:22][CH3:23]. The catalyst is C1COCC1. The product is [CH3:1][C:2]1[CH:11]=[CH:10][C:9]2[C:4](=[C:5]([C:22]([OH:21])([CH3:23])[CH3:16])[CH:6]=[CH:7][CH:8]=2)[N:3]=1. The yield is 0.900. (6) The yield is 0.896. The reactants are [CH3:1][N:2]1[CH2:7][CH2:6][N:5]([C:8]2[C:13]([N+:14]([O-])=O)=[C:12]([NH2:17])[CH:11]=[CH:10][N:9]=2)[CH2:4][CH2:3]1. The product is [CH3:1][N:2]1[CH2:7][CH2:6][N:5]([C:8]2[C:13]([NH2:14])=[C:12]([NH2:17])[CH:11]=[CH:10][N:9]=2)[CH2:4][CH2:3]1. The catalyst is CO.[Pd]. (7) The reactants are [NH:1]1[CH2:9][CH2:8][CH:4]([C:5]([NH2:7])=[O:6])[CH2:3][CH2:2]1.[CH2:10]=O. The catalyst is O.[Pd]. The product is [CH3:10][N:1]1[CH2:9][CH2:8][CH:4]([C:5]([NH2:7])=[O:6])[CH2:3][CH2:2]1. The yield is 0.640. (8) The reactants are [Si]([O:8][C@H:9]1[CH2:14][CH2:13][C@@:12]([C@H:16]2[CH2:33][CH2:32][C@@:31]3([CH3:34])[C@@H:18]([CH2:19][C@H:20]4[C@@H:30]3[C@H:29]([CH3:35])[C@@:22]3([CH2:27][CH2:26][C@@H:25]([CH3:28])[CH2:24][O:23]3)[O:21]4)[C@@H:17]2[CH2:36][NH2:37])([CH3:15])[C@@H:11]([CH2:38][O:39][Si](C(C)(C)C)(C)C)[CH2:10]1)(C(C)(C)C)(C)C.O. The catalyst is CC(O)=O. The product is [NH4+:37].[OH-:8].[NH2:37][CH2:36][C@@H:17]1[C@@H:16]([C@@:12]2([CH3:15])[CH2:13][CH2:14][C@H:9]([OH:8])[CH2:10][C@@H:11]2[CH2:38][OH:39])[CH2:33][CH2:32][C@@:31]2([CH3:34])[C@H:18]1[CH2:19][C@H:20]1[C@@H:30]2[C@H:29]([CH3:35])[C@@:22]2([CH2:27][CH2:26][C@@H:25]([CH3:28])[CH2:24][O:23]2)[O:21]1. The yield is 0.0500.